From a dataset of Catalyst prediction with 721,799 reactions and 888 catalyst types from USPTO. Predict which catalyst facilitates the given reaction. (1) Reactant: [CH3:1][CH:2]([CH3:9])[CH2:3][CH:4]=[CH:5][C:6]([OH:8])=O.S(Cl)(Cl)=O.[CH2:14]([NH:16][CH2:17][CH3:18])[CH3:15]. Product: [CH2:14]([N:16]([CH2:17][CH3:18])[C:6](=[O:8])[CH:5]=[CH:4][CH2:3][CH:2]([CH3:1])[CH3:9])[CH3:15]. The catalyst class is: 120. (2) Reactant: [C:1](=[O:19])(SC1C=CC=CC=1)[CH2:2][CH2:3][CH2:4][CH2:5][CH2:6][CH2:7][CH2:8][CH2:9][CH:10]=[CH2:11].C(=O)[CH2:21][CH2:22][CH2:23][C:24]#[CH:25].[C:27](=O)=[O:28].[NH4+].[Cl-]. Product: [CH2:3]([C@H:2]1[C@H:1]([CH2:25][CH2:24][CH2:23][C:22]#[CH:21])[O:19][C:27]1=[O:28])[CH2:4][CH2:5][CH2:6][CH2:7][CH2:8][CH2:9][CH:10]=[CH2:11]. The catalyst class is: 1. (3) Reactant: Br[C:2]1[CH:10]=[C:9]2[C:5]([CH2:6][CH2:7][C:8]2([CH3:12])[CH3:11])=[CH:4][CH:3]=1.[B:13]1([B:13]2[O:17][C:16]([CH3:19])([CH3:18])[C:15]([CH3:21])([CH3:20])[O:14]2)[O:17][C:16]([CH3:19])([CH3:18])[C:15]([CH3:21])([CH3:20])[O:14]1.C([O-])(=O)C.[K+]. Product: [CH3:11][C:8]1([CH3:12])[C:9]2[C:5](=[CH:4][CH:3]=[C:2]([B:13]3[O:17][C:16]([CH3:19])([CH3:18])[C:15]([CH3:21])([CH3:20])[O:14]3)[CH:10]=2)[CH2:6][CH2:7]1. The catalyst class is: 516. (4) Reactant: [Br:1][C:2]1[C:3]([NH2:9])=[C:4]([NH2:8])[CH:5]=[N:6][CH:7]=1.[C:10]([CH3:20])(OCC)([O:14]CC)[O:11]CC. Product: [C:10]([OH:14])(=[O:11])[CH3:20].[Br:1][C:2]1[C:3]2[NH:9][C:10]([CH3:20])=[N:8][C:4]=2[CH:5]=[N:6][CH:7]=1. The catalyst class is: 52. (5) Reactant: [OH:1][CH:2]1[CH:7]([CH2:8][C:9]2[CH:14]=[CH:13][C:12]([O:15][CH3:16])=[C:11]([CH2:17][C@H:18]3[CH2:22][O:21][C:20](=[O:23])[N:19]3[CH2:24][CH2:25][CH3:26])[CH:10]=2)[CH2:6][S:5](=[O:28])(=[O:27])[CH2:4][CH:3]1C(O)=O.CC[N:34]([CH2:37]C)CC.C1C=CC(P(N=[N+]=[N-])(C2C=CC=CC=2)=[O:46])=CC=1. Product: [CH3:16][O:15][C:12]1[CH:13]=[CH:14][C:9]([CH2:8][CH:7]2[CH:2]3[CH:3]([NH:34][C:37](=[O:46])[O:1]3)[CH2:4][S:5](=[O:27])(=[O:28])[CH2:6]2)=[CH:10][C:11]=1[CH2:17][C@H:18]1[CH2:22][O:21][C:20](=[O:23])[N:19]1[CH2:24][CH2:25][CH3:26]. The catalyst class is: 26. (6) Reactant: [Br:1][C:2]1[N:7]=[C:6]([NH2:8])[CH:5]=[CH:4][CH:3]=1.[Cl:9][CH2:10][CH2:11][N:12]=[C:13]=[O:14]. Product: [Br:1][C:2]1[N:7]=[C:6]([NH:8][C:13]([NH:12][CH2:11][CH2:10][Cl:9])=[O:14])[CH:5]=[CH:4][CH:3]=1. The catalyst class is: 1. (7) Reactant: [CH3:1][C:2]([O:5][C:6]([N:8]1[CH2:15][C@@H:14]([F:16])[CH2:13][C@H:9]1[C:10]([OH:12])=O)=[O:7])([CH3:4])[CH3:3].CN(C(ON1N=NC2C=CC=NC1=2)=[N+](C)C)C.F[P-](F)(F)(F)(F)F.CCN(C(C)C)C(C)C.FC(F)(F)C(O)=O.[NH2:57][C@@H:58]([CH2:65][CH3:66])/[CH:59]=[CH:60]/[C:61]([O:63][CH3:64])=[O:62]. Product: [CH2:65]([C@H:58]([NH:57][C:10]([C@@H:9]1[CH2:13][C@H:14]([F:16])[CH2:15][N:8]1[C:6]([O:5][C:2]([CH3:1])([CH3:3])[CH3:4])=[O:7])=[O:12])/[CH:59]=[CH:60]/[C:61]([O:63][CH3:64])=[O:62])[CH3:66]. The catalyst class is: 606.